From a dataset of Catalyst prediction with 721,799 reactions and 888 catalyst types from USPTO. Predict which catalyst facilitates the given reaction. (1) Reactant: [O-2].[La+3:2].[O-2].[O-2].[La+3].[N+]([O-])(O)=O.[C:10]([OH:15])(=[O:14])[C:11]([OH:13])=[O:12]. Product: [C:10]([O-:15])(=[O:14])[C:11]([O-:13])=[O:12].[La+3:2].[C:10]([O-:15])(=[O:14])[C:11]([O-:13])=[O:12].[C:10]([O-:15])(=[O:14])[C:11]([O-:13])=[O:12].[La+3:2]. The catalyst class is: 6. (2) Reactant: [CH3:1][C:2]1([C:17]2[CH:18]=[C:19]([NH2:23])[CH:20]=[CH:21][CH:22]=2)[CH:7]2[CH:3]1[CH2:4][N:5]([CH2:8][CH2:9][CH2:10][C:11]1[CH:16]=[CH:15][CH:14]=[CH:13][CH:12]=1)[CH2:6]2.[C:24]1([CH2:30][S:31](Cl)(=[O:33])=[O:32])[CH:29]=[CH:28][CH:27]=[CH:26][CH:25]=1.[OH2:35].ClCCl. Product: [C:21]([OH:32])(=[O:35])[CH3:22].[CH3:1][C:2]1([C:17]2[CH:18]=[C:19]([NH:23][S:31]([CH2:30][C:24]3[CH:29]=[CH:28][CH:27]=[CH:26][CH:25]=3)(=[O:33])=[O:32])[CH:20]=[CH:21][CH:22]=2)[CH:3]2[CH:7]1[CH2:6][N:5]([CH2:8][CH2:9][CH2:10][C:11]1[CH:16]=[CH:15][CH:14]=[CH:13][CH:12]=1)[CH2:4]2. The catalyst class is: 17. (3) Reactant: [Br:1][C:2]1[N:3]=[C:4]([CH2:7]O)[S:5][CH:6]=1.FC(F)(F)S(Cl)(=O)=O.CCN(CC)CC.[N-:24]=[N+:25]=[N-:26].[Na+]. Product: [N:24]([CH2:7][C:4]1[S:5][CH:6]=[C:2]([Br:1])[N:3]=1)=[N+:25]=[N-:26]. The catalyst class is: 18. (4) Reactant: [H-].[Na+].[Cl:3][C:4]1[N:5]=[C:6]([Cl:13])[C:7]2[CH:12]=[CH:11][NH:10][C:8]=2[N:9]=1.[CH3:14][Si:15]([CH3:22])([CH3:21])[CH2:16][CH2:17][O:18][CH2:19]Cl. Product: [Cl:3][C:4]1[N:5]=[C:6]([Cl:13])[C:7]2[CH:12]=[CH:11][N:10]([CH2:19][O:18][CH2:17][CH2:16][Si:15]([CH3:22])([CH3:21])[CH3:14])[C:8]=2[N:9]=1. The catalyst class is: 3. (5) Reactant: [NH:1]1[CH2:4][CH:3]([C:5]2[NH:9][N:8]=[C:7]([NH:10][C:11]3[C:12](=[O:19])[N:13]([CH3:18])[CH:14]=[C:15]([Br:17])[CH:16]=3)[CH:6]=2)[CH2:2]1.[CH2:20]=O.[BH4-].[Na+].[OH-].[Na+]. Product: [Br:17][C:15]1[CH:16]=[C:11]([NH:10][C:7]2[CH:6]=[C:5]([CH:3]3[CH2:4][N:1]([CH3:20])[CH2:2]3)[NH:9][N:8]=2)[C:12](=[O:19])[N:13]([CH3:18])[CH:14]=1. The catalyst class is: 130. (6) Reactant: [Br:1][C:2]1[CH:7]=[CH:6][C:5]([CH2:8][CH2:9][OH:10])=[CH:4][CH:3]=1.C(N(C(C)C)CC)(C)C.Cl[CH2:21][O:22][CH3:23].O. Product: [CH3:21][O:22][CH2:23][O:10][CH2:9][CH2:8][C:5]1[CH:6]=[CH:7][C:2]([Br:1])=[CH:3][CH:4]=1. The catalyst class is: 4. (7) Reactant: [CH2:1]([O:3][C:4]([C:6]1[S:7][C:8]2[CH:14]=[C:13]([C:15](C)([C:19](O)=O)[C:16]([OH:18])=[O:17])[CH:12]=[CH:11][C:9]=2[CH:10]=1)=[O:5])[CH3:2]. Product: [CH2:1]([O:3][C:4]([C:6]1[S:7][C:8]2[CH:14]=[C:13]([CH:15]([CH3:19])[C:16]([OH:18])=[O:17])[CH:12]=[CH:11][C:9]=2[CH:10]=1)=[O:5])[CH3:2]. The catalyst class is: 6. (8) Reactant: [N+:1]([C:4]1[C:13]2[C:8](=[CH:9][CH:10]=[CH:11][CH:12]=2)[C:7]([N:14]2[CH2:19][CH2:18][CH2:17][CH2:16][NH:15]2)=[CH:6][CH:5]=1)([O-:3])=[O:2].[CH3:20][C:21]1[CH:26]=[CH:25][C:24]([CH2:27][C:28](O)=[O:29])=[CH:23][CH:22]=1.N=C=N. Product: [CH3:20][C:21]1[CH:26]=[CH:25][C:24]([CH2:27][C:28]([N:15]2[CH2:16][CH2:17][CH2:18][CH2:19][N:14]2[C:7]2[C:8]3[C:13](=[CH:12][CH:11]=[CH:10][CH:9]=3)[C:4]([N+:1]([O-:3])=[O:2])=[CH:5][CH:6]=2)=[O:29])=[CH:23][CH:22]=1. The catalyst class is: 22.